This data is from Forward reaction prediction with 1.9M reactions from USPTO patents (1976-2016). The task is: Predict the product of the given reaction. (1) Given the reactants [Cl:1][C:2]1[CH:7]=[CH:6][C:5]([CH:8]2[N:13]3[CH:14]=[C:15]([C:17]4[CH:22]=[CH:21][CH:20]=[CH:19][C:18]=4[O:23][CH3:24])[N:16]=[C:12]3[NH:11][C:10]([CH3:25])=[C:9]2[C:26]([NH2:28])=O)=[CH:4][C:3]=1[F:29].CCN(CC)CC.FC(F)(F)C(OC(=O)C(F)(F)F)=O, predict the reaction product. The product is: [Cl:1][C:2]1[CH:7]=[CH:6][C:5]([CH:8]2[N:13]3[CH:14]=[C:15]([C:17]4[CH:22]=[CH:21][CH:20]=[CH:19][C:18]=4[O:23][CH3:24])[N:16]=[C:12]3[NH:11][C:10]([CH3:25])=[C:9]2[C:26]#[N:28])=[CH:4][C:3]=1[F:29]. (2) Given the reactants [CH2:1]([C:8]1[CH:9]=[N:10][C:11]2[C:16]([C:17]=1[C:18]1[CH:19]=[C:20]([NH2:24])[CH:21]=[CH:22][CH:23]=1)=[CH:15][CH:14]=[CH:13][C:12]=2[C:25]([F:28])([F:27])[F:26])[C:2]1[CH:7]=[CH:6][CH:5]=[CH:4][CH:3]=1.[Br:29][C:30]1[C:31]([CH:39]=O)=[CH:32][C:33]2[O:37][CH2:36][O:35][C:34]=2[CH:38]=1, predict the reaction product. The product is: [CH2:1]([C:8]1[CH:9]=[N:10][C:11]2[C:16]([C:17]=1[C:18]1[CH:19]=[C:20]([NH:24][CH2:39][C:31]3[C:30]([Br:29])=[CH:38][C:34]4[O:35][CH2:36][O:37][C:33]=4[CH:32]=3)[CH:21]=[CH:22][CH:23]=1)=[CH:15][CH:14]=[CH:13][C:12]=2[C:25]([F:28])([F:26])[F:27])[C:2]1[CH:3]=[CH:4][CH:5]=[CH:6][CH:7]=1. (3) Given the reactants Cl[C:2]1[C:3]2[CH:10]=[C:9]([C:11]([NH2:13])=[O:12])[S:8][C:4]=2[N:5]=[CH:6][N:7]=1.[F:14][C:15]([F:35])([F:34])[C:16]1[CH:17]=[C:18]([CH:31]=[CH:32][CH:33]=1)[C:19]([NH:21][C:22]1[CH:23]=[C:24](B(O)O)[CH:25]=[CH:26][CH:27]=1)=[O:20].C(=O)(O)[O-].[Na+], predict the reaction product. The product is: [F:14][C:15]([F:34])([F:35])[C:16]1[CH:17]=[C:18]([CH:31]=[CH:32][CH:33]=1)[C:19]([NH:21][C:22]1[CH:27]=[C:26]([C:2]2[C:3]3[CH:10]=[C:9]([C:11]([NH2:13])=[O:12])[S:8][C:4]=3[N:5]=[CH:6][N:7]=2)[CH:25]=[CH:24][CH:23]=1)=[O:20].